From a dataset of Forward reaction prediction with 1.9M reactions from USPTO patents (1976-2016). Predict the product of the given reaction. Given the reactants [O:1]1[CH2:6][CH2:5][CH:4]([CH:7](OS(C)(=O)=O)[CH3:8])[CH2:3][CH2:2]1.[N-:14]=[N+:15]=[N-:16].[Na+].O, predict the reaction product. The product is: [N:14]([CH:7]([CH:4]1[CH2:5][CH2:6][O:1][CH2:2][CH2:3]1)[CH3:8])=[N+:15]=[N-:16].